Task: Predict the reactants needed to synthesize the given product.. Dataset: Full USPTO retrosynthesis dataset with 1.9M reactions from patents (1976-2016) (1) Given the product [NH2:14][C:4]1[CH:5]=[CH:6][C:7]([CH2:8][N:9]2[CH2:13][CH2:12][CH2:11][CH2:10]2)=[C:2]([OH:1])[CH:3]=1, predict the reactants needed to synthesize it. The reactants are: [OH:1][C:2]1[CH:3]=[C:4]([NH:14]C(=O)C)[CH:5]=[CH:6][C:7]=1[CH2:8][N:9]1[CH2:13][CH2:12][CH2:11][CH2:10]1.Cl. (2) Given the product [CH3:8][C@@H:7]([NH:6][CH2:5][CH2:4][CH2:3][C:19]1[CH:24]=[CH:23][CH:22]=[C:21]([C:25]([F:26])([F:27])[F:28])[CH:20]=1)[C:9]1[CH:10]=[CH:11][CH:12]=[C:13]2[CH:14]=[CH:15][CH:16]=[CH:17][C:18]=12.[ClH:2], predict the reactants needed to synthesize it. The reactants are: Cl.[Cl:2][C@@H:3]([C:19]1[CH:24]=[CH:23][CH:22]=[C:21]([C:25]([F:28])([F:27])[F:26])[CH:20]=1)[CH2:4][CH2:5][NH:6][CH:7]([C:9]1[C:18]2[C:13](=[CH:14][CH:15]=[CH:16][CH:17]=2)[CH:12]=[CH:11][CH:10]=1)[CH3:8].C(=O)(O)[O-].[Na+]. (3) Given the product [CH3:9][N:10]1[C:18]2[C:13](=[CH:14][C:15]([C:2]3[C:3](=[O:8])[NH:4][CH:5]=[CH:6][CH:7]=3)=[CH:16][CH:17]=2)[CH:12]=[N:11]1, predict the reactants needed to synthesize it. The reactants are: Br[C:2]1[C:3]([OH:8])=[N:4][CH:5]=[CH:6][CH:7]=1.[CH3:9][N:10]1[C:18]2[C:13](=[CH:14][C:15](B(O)O)=[CH:16][CH:17]=2)[CH:12]=[N:11]1.C(=O)([O-])[O-].[Na+].[Na+]. (4) Given the product [CH2:14]([NH:21][C:22]([C:24]1[S:28][C:27]([NH:29][C:7](=[O:8])[C:6]2[CH:10]=[CH:11][CH:12]=[CH:13][C:5]=2[S:2]([CH3:1])(=[O:4])=[O:3])=[N:26][C:25]=1[CH3:30])=[O:23])[C:15]1[CH:20]=[CH:19][CH:18]=[CH:17][CH:16]=1, predict the reactants needed to synthesize it. The reactants are: [CH3:1][S:2]([C:5]1[CH:13]=[CH:12][CH:11]=[CH:10][C:6]=1[C:7](Cl)=[O:8])(=[O:4])=[O:3].[CH2:14]([NH:21][C:22]([C:24]1[S:28][C:27]([NH2:29])=[N:26][C:25]=1[CH3:30])=[O:23])[C:15]1[CH:20]=[CH:19][CH:18]=[CH:17][CH:16]=1. (5) Given the product [O:1]1[C:5]2[CH:6]=[CH:7][CH:8]=[C:9]([O:10][CH2:14][CH2:13][OH:12])[C:4]=2[O:3][CH2:2]1, predict the reactants needed to synthesize it. The reactants are: [O:1]1[C:5]2[CH:6]=[CH:7][CH:8]=[C:9]([OH:10])[C:4]=2[O:3][CH2:2]1.C1(=O)O[CH2:14][CH2:13][O:12]1.C([O-])([O-])=O.[K+].[K+].C(=O)=O. (6) The reactants are: [Br:1][C:2]1[CH:3]=[CH:4][C:5]([C:8]([CH3:13])([CH3:12])[C:9]([OH:11])=O)=[N:6][CH:7]=1.[CH2:14]([NH2:18])[CH:15]([CH3:17])[CH3:16]. Given the product [Br:1][C:2]1[CH:3]=[CH:4][C:5]([C:8]([CH3:13])([CH3:12])[C:9]([NH:18][CH2:14][CH:15]([CH3:17])[CH3:16])=[O:11])=[N:6][CH:7]=1, predict the reactants needed to synthesize it.